From a dataset of Reaction yield outcomes from USPTO patents with 853,638 reactions. Predict the reaction yield, written as a fraction of the theoretical maximum amount of product (1.0 means a 100% yield; for example, 0.34 means a 34% yield). (1) The reactants are [S:1]1[C:5]2[CH:6]=[CH:7][C:8]([NH:10][C:11]3[C:20]4[C:15](=[CH:16][C:17]([OH:26])=[C:18]([S:21][C:22]([CH3:25])([CH3:24])[CH3:23])[CH:19]=4)[N:14]=[CH:13][N:12]=3)=[CH:9][C:4]=2[N:3]=[CH:2]1.C([O-])([O-])=O.[Cs+].[Cs+].I[CH:34]([CH3:36])[CH3:35]. The catalyst is CN(C=O)C. The product is [C:22]([S:21][C:18]1[CH:19]=[C:20]2[C:15](=[CH:16][C:17]=1[O:26][CH:34]([CH3:36])[CH3:35])[N:14]=[CH:13][N:12]=[C:11]2[NH:10][C:8]1[CH:7]=[CH:6][C:5]2[S:1][CH:2]=[N:3][C:4]=2[CH:9]=1)([CH3:23])([CH3:25])[CH3:24]. The yield is 0.480. (2) The yield is 0.666. The product is [N:40]1[C:41]2[C:46](=[N:45][CH:44]=[CH:43][CH:42]=2)[CH:47]=[CH:48][C:39]=1[CH2:38][O:21][C:18]1[CH:17]=[CH:16][C:15]([C:6]2[C:7]([C:9]3[CH:10]=[CH:11][N:12]=[CH:13][CH:14]=3)=[CH:8][N:4]([CH2:3][CH2:2][OH:1])[N:5]=2)=[CH:20][CH:19]=1. The reactants are [OH:1][CH2:2][CH2:3][N:4]1[CH:8]=[C:7]([C:9]2[CH:14]=[CH:13][N:12]=[CH:11][CH:10]=2)[C:6]([C:15]2[CH:20]=[CH:19][C:18]([OH:21])=[CH:17][CH:16]=2)=[N:5]1.CN(C=O)C.C[Si]([N-][Si](C)(C)C)(C)C.[Na+].Cl[CH2:38][C:39]1[CH:48]=[CH:47][C:46]2[C:41](=[CH:42][CH:43]=[CH:44][N:45]=2)[N:40]=1. The catalyst is C1COCC1. (3) The reactants are [CH3:1][O:2][CH2:3][C@H:4]1[CH2:10][NH:9][CH2:8][C:7]2[CH:11]=[CH:12][C:13]([C:15]([O:17][CH3:18])=[O:16])=[CH:14][C:6]=2[O:5]1.CCN(CC)CC.[N:26]([C:29]1[CH:34]=[CH:33][C:32]([O:35][CH3:36])=[CH:31][CH:30]=1)=[C:27]=[O:28]. The catalyst is C(Cl)Cl. The product is [CH3:1][O:2][CH2:3][C@H:4]1[CH2:10][N:9]([C:27](=[O:28])[NH:26][C:29]2[CH:30]=[CH:31][C:32]([O:35][CH3:36])=[CH:33][CH:34]=2)[CH2:8][C:7]2[CH:11]=[CH:12][C:13]([C:15]([O:17][CH3:18])=[O:16])=[CH:14][C:6]=2[O:5]1. The yield is 0.910. (4) The reactants are O([C:3]([CH3:6])([CH3:5])[CH3:4])[Na].[NH2:7][C:8]1[CH:15]=[CH:14][C:11]([CH:12]=[CH2:13])=[CH:10][CH:9]=1.I[C:17]1[CH:22]=[CH:21][C:20]([CH3:23])=[CH:19][CH:18]=1.[C:24]1([CH3:30])[CH:29]=[CH:28][CH:27]=[CH:26][CH:25]=1.CCOC(C)=O.[CH3:37][CH2:38][CH2:39]CCC. The catalyst is C1C=CC(/C=C/C(/C=C/C2C=CC=CC=2)=O)=CC=1.C1C=CC(/C=C/C(/C=C/C2C=CC=CC=2)=O)=CC=1.C1C=CC(/C=C/C(/C=C/C2C=CC=CC=2)=O)=CC=1.[Pd].[Pd]. The product is [CH3:4][C:3]1[CH:6]=[CH:39][C:38]([N:7]([C:27]2[CH:28]=[CH:29][C:24]([CH3:30])=[CH:25][CH:26]=2)[C:8]2[CH:15]=[CH:14][C:11]([CH:12]=[CH:13][C:17]3[CH:22]=[CH:21][C:20]([CH3:23])=[CH:19][CH:18]=3)=[CH:10][CH:9]=2)=[CH:37][CH:5]=1. The yield is 0.870. (5) The reactants are [CH2:1]([C:4]1([CH:20]([CH3:22])[CH3:21])[O:9][C:8](=[O:10])[N:7]([C@H:11]([C:13]2[CH:18]=[CH:17][C:16]([Br:19])=[CH:15][CH:14]=2)[CH3:12])[CH2:6][CH2:5]1)[CH:2]=[CH2:3].B.C1C[O:27]CC1. The catalyst is C1COCC1. The product is [Br:19][C:16]1[CH:15]=[CH:14][C:13]([C@@H:11]([N:7]2[CH2:6][CH2:5][C:4]([CH2:1][CH2:2][CH2:3][OH:27])([CH:20]([CH3:22])[CH3:21])[O:9][C:8]2=[O:10])[CH3:12])=[CH:18][CH:17]=1. The yield is 0.220. (6) The reactants are [CH3:1][O:2][C:3]1[CH:8]=[CH:7][C:6]([N:9]2[CH2:14][CH2:13][N:12]([C:15]([C@H:17]([C@H:22]3[O:26]C(C)(C)[O:24][C:23]3=O)[CH2:18][CH:19]([CH3:21])[CH3:20])=[O:16])[CH2:11][CH2:10]2)=[CH:5][CH:4]=1.[NH2:30][OH:31]. The catalyst is CC(O)C. The product is [OH:31][NH:30][C:23](=[O:24])[C@H:22]([OH:26])[C@@H:17]([C:15]([N:12]1[CH2:11][CH2:10][N:9]([C:6]2[CH:7]=[CH:8][C:3]([O:2][CH3:1])=[CH:4][CH:5]=2)[CH2:14][CH2:13]1)=[O:16])[CH2:18][CH:19]([CH3:20])[CH3:21]. The yield is 0.550.